Dataset: Reaction yield outcomes from USPTO patents with 853,638 reactions. Task: Predict the reaction yield, written as a fraction of the theoretical maximum amount of product (1.0 means a 100% yield; for example, 0.34 means a 34% yield). (1) The reactants are N(OCCC(C)C)=O.[F:9][C:10]1[CH:11]=[C:12]([F:20])[C:13]2[S:17][C:16](N)=[N:15][C:14]=2[CH:19]=1.[ClH:21]. The catalyst is C(#N)C.[Cu](Cl)Cl. The product is [Cl:21][C:16]1[S:17][C:13]2[C:12]([F:20])=[CH:11][C:10]([F:9])=[CH:19][C:14]=2[N:15]=1. The yield is 0.480. (2) The reactants are [CH2:1]([N:8]1[CH2:12][C@H:11]([C:13]2[CH:18]=[CH:17][CH:16]=[CH:15][CH:14]=2)[C@@H:10]([C:19](N2[C@@H](C3C=CC=CC=3)COC2=O)=[O:20])[CH2:9]1)[C:2]1[CH:7]=[CH:6][CH:5]=[CH:4][CH:3]=1.[H-].[Al+3].[Li+].[H-].[H-].[H-]. The catalyst is C1COCC1. The product is [CH2:1]([N:8]1[CH2:12][C@H:11]([C:13]2[CH:18]=[CH:17][CH:16]=[CH:15][CH:14]=2)[C@@H:10]([CH2:19][OH:20])[CH2:9]1)[C:2]1[CH:3]=[CH:4][CH:5]=[CH:6][CH:7]=1. The yield is 0.550. (3) The reactants are C(O[C:6]([N:8]1[CH2:13][CH2:12][C@H:11]([OH:14])[C@H:10]([F:15])[CH2:9]1)=O)(C)(C)C.[NH2:16][C:17]1[CH:22]=[CH:21][N:20]=C(Cl)[N:18]=1.C(=O)([O-])[O-].[Cs+].[Cs+]. The catalyst is Cl.CN(C)C=O. The product is [NH2:18][C:17]1[CH:22]=[CH:21][N:20]=[C:6]([N:8]2[CH2:13][CH2:12][C@H:11]([OH:14])[C@H:10]([F:15])[CH2:9]2)[N:16]=1. The yield is 0.360. (4) The reactants are [CH3:1][S:2]([NH:5][CH:6]1[CH2:11][CH2:10][N:9](C(OCCCC)=O)[CH2:8][CH2:7]1)(=[O:4])=[O:3].[ClH:19]. The catalyst is ClCCl.CO. The product is [ClH:19].[NH:9]1[CH2:8][CH2:7][CH:6]([NH:5][S:2]([CH3:1])(=[O:3])=[O:4])[CH2:11][CH2:10]1. The yield is 0.963. (5) The reactants are [CH2:1]([O:8][C:9]1[C:10]([C:19]([OH:21])=O)=[N:11][C:12]([O:17][CH3:18])=[CH:13][C:14]=1[CH:15]=[CH2:16])[C:2]1[CH:7]=[CH:6][CH:5]=[CH:4][CH:3]=1.[F:22][C:23]1[CH:30]=[CH:29][C:26]([CH2:27][NH-:28])=[CH:25][CH:24]=1. No catalyst specified. The product is [F:22][C:23]1[CH:30]=[CH:29][C:26]([CH2:27][NH:28][C:19]([C:10]2[C:9]([O:8][CH2:1][C:2]3[CH:3]=[CH:4][CH:5]=[CH:6][CH:7]=3)=[C:14]([CH:15]=[CH2:16])[CH:13]=[C:12]([O:17][CH3:18])[N:11]=2)=[O:21])=[CH:25][CH:24]=1. The yield is 0.690. (6) The reactants are [CH3:1][O:2][C:3]1[CH:8]=[C:7]([CH:9]=O)[CH:6]=[C:5]([O:11][CH3:12])[N:4]=1.C1(P(=[CH:32][C:33]([O:35][CH3:36])=[O:34])(C2C=CC=CC=2)C2C=CC=CC=2)C=CC=CC=1. The catalyst is C(Cl)Cl. The product is [CH3:1][O:2][C:3]1[CH:8]=[C:7](/[CH:9]=[CH:32]/[C:33]([O:35][CH3:36])=[O:34])[CH:6]=[C:5]([O:11][CH3:12])[N:4]=1. The yield is 0.600.